Dataset: Experimentally validated miRNA-target interactions with 360,000+ pairs, plus equal number of negative samples. Task: Binary Classification. Given a miRNA mature sequence and a target amino acid sequence, predict their likelihood of interaction. (1) The miRNA is hsa-miR-3136-3p with sequence UGGCCCAACCUAUUCAGUUAGU. The protein sequence of the target gene is MSNSLQSVILKTAEEKSGSRCISGCMYQVVPTIGSDGKKLLQLLPISKSSGNLIPVVQSPVMSHGLKANTEKPVQVTFQTQISSSSTSASVQLPVFQPANTTKCFFTGAIDTTGKDRVTSVRTGNFTPPVSNIQNHGVKIHKLTRQTFTIPPSTQNDSSHFIFNTPSLLPNVNSSILPSGNHLKIPAHAEVKSVLASSLPPLVQQKILGTATTSTSGTVEASQIPTVVYVHPVNSVKFVVTKKTQTIYPKPVTFNTLQIPPNVATETQLKGGQHPQAAPVNSIFQEYLQPGIPCIIPVKS.... Result: 0 (no interaction). (2) The miRNA is hsa-miR-6823-5p with sequence UCAGGGUUGGUAGGGGUUGCU. The protein sequence of the target gene is MYAFVRFLEDNVCYALPVSCVRDFSPRSRLDFDNQKVYAVYRGPEELGAGPESPPRAPRDWGALLLHKAQILALAEDKSDLENSVMQKKIKIPKLSLNHVEEDGEVKDYGEEDLQLRHIKRPEGRKPSEVAHKSIEAVVARLEKQNGLSLGHSTCPEEVFVEASPGTEDMDSLEDAVVPRALYEELLRNYQQQQEEMRHLQQELERTRRQLVQQAKKLKEYGALVSEMKELRDLNRRLQDVLLLRLGSGPAIDLEKVKSECLEPEPELRSTFSEEANTSSYYPAPAPVMDKYILDNGKVH.... Result: 0 (no interaction). (3) The miRNA is cel-miR-1019-5p with sequence GUGAGCAUUGUUCGAGUUUCAUUUU. The protein sequence of the target gene is MKLQVLVLVLLMSWFGVLSWVQAEFFTSIGHMTDLIYAEKDLVQSLKEYILVEEAKLAKIKSWASKMEALTSRSAADPEGYLAHPVNAYKLVKRLNTDWPALGDLVLQDASAGFVANLSVQRQFFPTDEDESGAARALMRLQDTYKLDPDTISRGELPGTKYQAMLSVDDCFGLGRSAYNEGDYYHTVLWMEQVLKQLDAGEEATVTKSLVLDYLSYAVFQLGDLHRAVELTRRLLSLDPSHERAGGNLRYFERLLEEERGKSLSNQTDAGLATQENLYERPTDYLPERDVYESLCRGEG.... Result: 0 (no interaction).